From a dataset of Full USPTO retrosynthesis dataset with 1.9M reactions from patents (1976-2016). Predict the reactants needed to synthesize the given product. Given the product [CH3:14][O:15][C:16](=[O:22])[CH:17]([NH:21][C:2](=[O:4])[C:1]1[CH:11]=[CH:10][CH:9]=[CH:8][C:7]=1[NH2:6])[CH2:18][CH2:19][CH3:20], predict the reactants needed to synthesize it. The reactants are: [C:1]12[C:7](=[CH:8][CH:9]=[CH:10][CH:11]=1)[NH:6]C(=O)[O:4][C:2]2=O.Cl.[CH3:14][O:15][C:16](=[O:22])[CH:17]([NH2:21])[CH2:18][CH2:19][CH3:20].C(N(CC)CC)C.